This data is from Full USPTO retrosynthesis dataset with 1.9M reactions from patents (1976-2016). The task is: Predict the reactants needed to synthesize the given product. (1) Given the product [CH3:24][O:25][C:26]1[CH:32]=[CH:31][C:29]([NH:30][C:12]([C:9]2[S:8][C:7]([C:1]3[CH:2]=[CH:3][CH:4]=[CH:5][CH:6]=3)=[N:11][CH:10]=2)=[O:14])=[CH:28][C:27]=1[N+:33]([O-:35])=[O:34], predict the reactants needed to synthesize it. The reactants are: [C:1]1([C:7]2[S:8][C:9]([C:12]([OH:14])=O)=[CH:10][N:11]=2)[CH:6]=[CH:5][CH:4]=[CH:3][CH:2]=1.C(N(C(C)C)CC)(C)C.[CH3:24][O:25][C:26]1[CH:32]=[CH:31][C:29]([NH2:30])=[CH:28][C:27]=1[N+:33]([O-:35])=[O:34].C(P1(=O)OP(=O)(CCC)OP(=O)(CCC)O1)CC. (2) Given the product [C:1]([O:5][C:6]([N:8]1[CH2:9][CH2:10][CH:11]([C:14]2[S:15][C:16]([CH3:21])=[C:17]([CH2:19][O:20][C:29]3[CH:30]=[CH:31][C:26]([S:23]([CH3:22])(=[O:25])=[O:24])=[CH:27][CH:28]=3)[N:18]=2)[CH2:12][CH2:13]1)=[O:7])([CH3:4])([CH3:3])[CH3:2], predict the reactants needed to synthesize it. The reactants are: [C:1]([O:5][C:6]([N:8]1[CH2:13][CH2:12][CH:11]([C:14]2[S:15][C:16]([CH3:21])=[C:17]([CH2:19][OH:20])[N:18]=2)[CH2:10][CH2:9]1)=[O:7])([CH3:4])([CH3:3])[CH3:2].[CH3:22][S:23]([C:26]1[CH:31]=[CH:30][C:29](O)=[CH:28][CH:27]=1)(=[O:25])=[O:24].C1C=CC(P(C2C=CC=CC=2)C2C=CC=CC=2)=CC=1.CCOC(/N=N/C(OCC)=O)=O. (3) Given the product [NH2:26][C:23]1[CH:22]=[CH:21][C:20]([CH2:19][CH2:18][N:10]([CH2:9][C@@H:8]([C:4]2[CH:5]=[CH:6][CH:7]=[C:2]([Cl:1])[CH:3]=2)[OH:34])[C:11](=[O:17])[O:12][C:13]([CH3:14])([CH3:15])[CH3:16])=[CH:25][CH:24]=1, predict the reactants needed to synthesize it. The reactants are: [Cl:1][C:2]1[CH:3]=[C:4]([C@@H:8]([OH:34])[CH2:9][N:10]([CH2:18][CH2:19][C:20]2[CH:25]=[CH:24][C:23]([NH:26]C3SC(=O)NC3=O)=[CH:22][CH:21]=2)[C:11](=[O:17])[O:12][C:13]([CH3:16])([CH3:15])[CH3:14])[CH:5]=[CH:6][CH:7]=1.FC(F)(F)C(O)=O. (4) The reactants are: [CH3:1][O:2][C:3]1[CH:8]=[CH:7][C:6]([NH2:9])=[CH:5][CH:4]=1.C[Al](C)C.[NH2:14][C:15]1[C:19]([C:20]2[CH:25]=[CH:24][CH:23]=[CH:22][CH:21]=2)=[CH:18][S:17][C:16]=1[C:26](OC)=[O:27]. Given the product [NH2:14][C:15]1[C:19]([C:20]2[CH:25]=[CH:24][CH:23]=[CH:22][CH:21]=2)=[CH:18][S:17][C:16]=1[C:26]([NH:9][C:6]1[CH:7]=[CH:8][C:3]([O:2][CH3:1])=[CH:4][CH:5]=1)=[O:27], predict the reactants needed to synthesize it. (5) Given the product [Br:10][C:8]1[CH:7]=[CH:6][C:5]([Cl:11])=[C:4]([C:20]([OH:19])([CH3:21])[CH3:13])[CH:9]=1, predict the reactants needed to synthesize it. The reactants are: COC(=O)[C:4]1[CH:9]=[C:8]([Br:10])[CH:7]=[CH:6][C:5]=1[Cl:11].[CH3:13][Mg]Br.Cl.C([O:19][CH2:20][CH3:21])C. (6) The reactants are: [CH3:1][O:2][C:3](=[O:16])[C:4]1[CH:9]=[CH:8][C:7]([CH:10](O)[CH2:11][CH:12]([CH3:14])[CH3:13])=[CH:6][CH:5]=1.N(C(N1CCCCC1)=O)=NC(N1CCCCC1)=O.C(P(CCCC)CCCC)CCC.[Br:48][C:49]1[CH:54]=[CH:53][C:52]([SH:55])=[CH:51][CH:50]=1. Given the product [CH3:1][O:2][C:3](=[O:16])[C:4]1[CH:9]=[CH:8][C:7]([CH:10]([S:55][C:52]2[CH:53]=[CH:54][C:49]([Br:48])=[CH:50][CH:51]=2)[CH2:11][CH:12]([CH3:14])[CH3:13])=[CH:6][CH:5]=1, predict the reactants needed to synthesize it. (7) Given the product [CH2:33]([O:35][C:36]1[CH:41]=[CH:40][C:39]([C:13]2[C:12]3[C:16](=[CH:17][C:9]([NH2:8])=[CH:10][CH:11]=3)[NH:15][CH:14]=2)=[CH:38][CH:37]=1)[CH3:34], predict the reactants needed to synthesize it. The reactants are: C(OC([N:8](C(OC(C)(C)C)=O)[C:9]1[CH:17]=[C:16]2[C:12]([C:13](I)=[CH:14][N:15]2C(OC(C)(C)C)=O)=[CH:11][CH:10]=1)=O)(C)(C)C.[CH2:33]([O:35][C:36]1[CH:41]=[CH:40][C:39](B(O)O)=[CH:38][CH:37]=1)[CH3:34].C(=O)([O-])[O-].[Na+].[Na+].O1CCOCC1. (8) The reactants are: BrC1C=CC(C(F)(F)F)=CC=1.[NH2:12][C:13]1[CH:14]=[N:15][C:16]2[C:21]([CH:22]=1)=[CH:20][CH:19]=[CH:18][CH:17]=2.[F:23][C:24]([F:41])([F:40])[C:25]1[CH:30]=[CH:29][C:28]([N:31]2[CH2:36][CH2:35][CH:34]([C:37](O)=[O:38])[CH2:33][CH2:32]2)=[CH:27][CH:26]=1. Given the product [N:15]1[C:16]2[C:21](=[CH:20][CH:19]=[CH:18][CH:17]=2)[CH:22]=[C:13]([NH:12][C:37]([CH:34]2[CH2:33][CH2:32][N:31]([C:28]3[CH:29]=[CH:30][C:25]([C:24]([F:41])([F:23])[F:40])=[CH:26][CH:27]=3)[CH2:36][CH2:35]2)=[O:38])[CH:14]=1, predict the reactants needed to synthesize it. (9) The reactants are: [N:1]([O-])=O.[Na+].[NH2:5][C:6]1[CH:7]=[CH:8][C:9]([O:12][CH3:13])=[N:10][CH:11]=1.O.O.[Sn](Cl)[Cl:17].[OH-].[Na+]. Given the product [ClH:17].[NH:5]([C:6]1[CH:7]=[CH:8][C:9]([O:12][CH3:13])=[N:10][CH:11]=1)[NH2:1], predict the reactants needed to synthesize it. (10) The reactants are: Cl[C:2]1[N:3]=[C:4]([NH:11][CH:12]2[CH2:14][CH2:13]2)[C:5]2[O:10][CH:9]=[CH:8][C:6]=2[N:7]=1.[NH2:15][C:16]1[CH:28]=[CH:27][C:19]2[O:20][C:21]([CH3:26])([CH3:25])[C:22](=[O:24])[NH:23][C:18]=2[CH:17]=1.C([O-])([O-])=O.[K+].[K+].CC(C1C=C(C(C)C)C(C2C=CC=CC=2P(C2CCCCC2)C2CCCCC2)=C(C(C)C)C=1)C. Given the product [CH:12]1([NH:11][C:4]2[C:5]3[O:10][CH:9]=[CH:8][C:6]=3[N:7]=[C:2]([NH:15][C:16]3[CH:28]=[CH:27][C:19]4[O:20][C:21]([CH3:25])([CH3:26])[C:22](=[O:24])[NH:23][C:18]=4[CH:17]=3)[N:3]=2)[CH2:14][CH2:13]1, predict the reactants needed to synthesize it.